From a dataset of Catalyst prediction with 721,799 reactions and 888 catalyst types from USPTO. Predict which catalyst facilitates the given reaction. (1) Reactant: [CH:1]([C:3]1[CH:12]=[CH:11][C:6]([C:7]([O:9][CH3:10])=[O:8])=[CH:5][CH:4]=1)=O.[CH:13]1([C:19]2[CH:25]=[CH:24][C:22]([NH2:23])=[CH:21][CH:20]=2)[CH2:18][CH2:17][CH2:16][CH2:15][CH2:14]1. Product: [CH3:10][O:9][C:7](=[O:8])[C:6]1[CH:11]=[CH:12][C:3]([CH:1]=[N:23][C:22]2[CH:24]=[CH:25][C:19]([CH:13]3[CH2:18][CH2:17][CH2:16][CH2:15][CH2:14]3)=[CH:20][CH:21]=2)=[CH:4][CH:5]=1. The catalyst class is: 5. (2) Reactant: [C:1]([O:5][C:6]([N:8]1[CH2:13][CH2:12][CH:11]([C:14]([OH:16])=O)[CH2:10][CH2:9]1)=[O:7])([CH3:4])([CH3:3])[CH3:2].C[N:18]1CCOCC1.C(O[CH:27]([CH3:29])[CH3:28])=O.ONC(=O)CCC.C[N:38]([CH3:41])C=O. Product: [CH:27]([C:41]1[N:38]=[C:14]([CH:11]2[CH2:10][CH2:9][N:8]([C:6]([O:5][C:1]([CH3:2])([CH3:3])[CH3:4])=[O:7])[CH2:13][CH2:12]2)[O:16][N:18]=1)([CH3:29])[CH3:28]. The catalyst class is: 13. (3) Reactant: [Si]([O:8][CH2:9][CH2:10][C@H:11]([NH:18][C:19]1[O:20][C:21]([CH3:35])([CH3:34])[CH:22]([C:27]2[CH:28]=[C:29]([CH3:33])[CH:30]=[CH:31][CH:32]=2)[S:23](=[O:26])(=[O:25])[N:24]=1)[C:12]1[CH:17]=[CH:16][CH:15]=[CH:14][CH:13]=1)(C(C)(C)C)(C)C.Cl. Product: [CH3:34][C:21]1([CH3:35])[O:20][C:19]([NH:18][C@H:11]([C:12]2[CH:17]=[CH:16][CH:15]=[CH:14][CH:13]=2)[CH2:10][CH2:9][OH:8])=[N:24][S:23](=[O:26])(=[O:25])[CH:22]1[C:27]1[CH:28]=[C:29]([CH3:33])[CH:30]=[CH:31][CH:32]=1. The catalyst class is: 125. (4) Reactant: C(OC([N:8]([C:13]1[CH:14]=[C:15]([CH2:24][C:25]([O:27][CH2:28][C:29]([O:31][C@H:32]([C:43]2[CH:48]=[CH:47][C:46]([O:49][CH:50]([F:52])[F:51])=[C:45]([O:53][CH2:54][CH:55]3[CH2:57][CH2:56]3)[CH:44]=2)[CH2:33][C:34]2[C:39]([Cl:40])=[CH:38][N+:37]([O-:41])=[CH:36][C:35]=2[Cl:42])=[O:30])=[O:26])[CH:16]=[CH:17][C:18]=1[O:19][CH2:20][CH:21]1[CH2:23][CH2:22]1)[S:9]([CH3:12])(=[O:11])=[O:10])=O)(C)(C)C.O1CCOCC1. Product: [Cl:42][C:35]1[CH:36]=[N+:37]([O-:41])[CH:38]=[C:39]([Cl:40])[C:34]=1[CH2:33][C@H:32]([O:31][C:29](=[O:30])[CH2:28][O:27][C:25](=[O:26])[CH2:24][C:15]1[CH:16]=[CH:17][C:18]([O:19][CH2:20][CH:21]2[CH2:22][CH2:23]2)=[C:13]([NH:8][S:9]([CH3:12])(=[O:10])=[O:11])[CH:14]=1)[C:43]1[CH:48]=[CH:47][C:46]([O:49][CH:50]([F:52])[F:51])=[C:45]([O:53][CH2:54][CH:55]2[CH2:56][CH2:57]2)[CH:44]=1. The catalyst class is: 473. (5) Product: [CH3:26][O:25][CH2:24][N:20]1[C:19]2[CH:27]=[CH:28][C:16]([CH:14]([C:11]3[CH:12]=[CH:13][N:9]([C:6]4[N:7]=[CH:8][C:3]([CH2:2][O:1][CH2:44][C:43]([O:42][CH2:40][CH3:41])=[O:46])=[CH:4][CH:5]=4)[N:10]=3)[CH3:15])=[CH:17][C:18]=2[S:22][C:21]1=[O:23]. The catalyst class is: 627. Reactant: [OH:1][CH2:2][C:3]1(C)[CH:8]=[N:7][C:6]([N:9]2[CH:13]=[CH:12][C:11]([CH:14]([C:16]3[CH:28]=[CH:27][C:19]4[N:20]([CH2:24][O:25][CH3:26])[C:21](=[O:23])[S:22][C:18]=4[CH:17]=3)[CH3:15])=[N:10]2)=[CH:5][CH2:4]1.C[Si]([N-][Si](C)(C)C)(C)C.[Li+].[CH2:40]([O:42][C:43](=[O:46])[CH2:44]Br)[CH3:41]. (6) Reactant: [Br:1][C:2]1[CH:3]=[C:4]([S:8]([OH:11])(=O)=[O:9])[CH:5]=[N:6][CH:7]=1.P(Cl)(Cl)(Cl)(Cl)[Cl:13].P(Cl)(Cl)(Cl)=O.C([O-])(O)=O.[Na+].[Na+].[Cl-]. Product: [Br:1][C:2]1[CH:3]=[C:4]([S:8]([Cl:13])(=[O:11])=[O:9])[CH:5]=[N:6][CH:7]=1. The catalyst class is: 282. (7) Reactant: [OH-].[K+].C([O:5][C:6](=[O:32])[CH2:7][CH:8]([C:12]1[CH:17]=[CH:16][C:15]([O:18][CH2:19][C:20]2[C:24]([CH3:25])=[N:23][N:22]([C:26]3[CH:31]=[CH:30][CH:29]=[CH:28][CH:27]=3)[N:21]=2)=[CH:14][CH:13]=1)[C:9]#[C:10][CH3:11])C.O.Cl. Product: [CH3:25][C:24]1[C:20]([CH2:19][O:18][C:15]2[CH:14]=[CH:13][C:12]([CH:8]([C:9]#[C:10][CH3:11])[CH2:7][C:6]([OH:32])=[O:5])=[CH:17][CH:16]=2)=[N:21][N:22]([C:26]2[CH:27]=[CH:28][CH:29]=[CH:30][CH:31]=2)[N:23]=1. The catalyst class is: 14.